Dataset: Reaction yield outcomes from USPTO patents with 853,638 reactions. Task: Predict the reaction yield, written as a fraction of the theoretical maximum amount of product (1.0 means a 100% yield; for example, 0.34 means a 34% yield). The reactants are [NH2:1][C:2]1[CH:3]=[C:4]([CH:15]=[CH:16][C:17]=1[O:18][CH3:19])[C:5]([O:7][CH2:8][C:9]1[CH:14]=[CH:13][CH:12]=[CH:11][CH:10]=1)=[O:6].[CH3:20][S:21](Cl)(=[O:23])=[O:22]. The catalyst is Cl. The product is [CH3:19][O:18][C:17]1[CH:16]=[CH:15][C:4]([C:5]([O:7][CH2:8][C:9]2[CH:14]=[CH:13][CH:12]=[CH:11][CH:10]=2)=[O:6])=[CH:3][C:2]=1[NH:1][S:21]([CH3:20])(=[O:23])=[O:22]. The yield is 0.632.